From a dataset of Reaction yield outcomes from USPTO patents with 853,638 reactions. Predict the reaction yield, written as a fraction of the theoretical maximum amount of product (1.0 means a 100% yield; for example, 0.34 means a 34% yield). (1) The product is [Br:1][C:2]1[CH:7]=[CH:6][C:5]([NH:8][C:9]([NH:30][C:29]2[CH:28]=[CH:27][C:26]([O:25][C:23]3[CH:22]=[CH:21][N:20]=[C:19]([C:17](=[O:18])[NH:16][CH3:15])[CH:24]=3)=[CH:32][CH:31]=2)=[O:10])=[CH:4][C:3]=1[C:11]([F:12])([F:13])[F:14]. The reactants are [Br:1][C:2]1[CH:7]=[CH:6][C:5]([N:8]=[C:9]=[O:10])=[CH:4][C:3]=1[C:11]([F:14])([F:13])[F:12].[CH3:15][NH:16][C:17]([C:19]1[CH:24]=[C:23]([O:25][C:26]2[CH:32]=[CH:31][C:29]([NH2:30])=[CH:28][CH:27]=2)[CH:22]=[CH:21][N:20]=1)=[O:18]. The yield is 0.900. The catalyst is C(Cl)Cl. (2) The reactants are C(OC[N:9]1[C:13]2[N:14]=[C:15]([NH:28][C:29]3[CH:34]=[CH:33][C:32]([NH:35][CH:36]4[CH2:39][N:38]([CH2:40][CH2:41][F:42])[CH2:37]4)=[CH:31][C:30]=3[O:43][CH3:44])[N:16]=[C:17]([O:18][C:19]3[CH:24]=[CH:23][CH:22]=[C:21]([N+:25]([O-])=O)[CH:20]=3)[C:12]=2[CH:11]=[CH:10]1)(=O)C(C)(C)C.NN.O. The catalyst is [Pd].CO. The product is [NH2:25][C:21]1[CH:20]=[C:19]([CH:24]=[CH:23][CH:22]=1)[O:18][C:17]1[C:12]2[CH:11]=[CH:10][NH:9][C:13]=2[N:14]=[C:15]([NH:28][C:29]2[CH:34]=[CH:33][C:32]([NH:35][CH:36]3[CH2:39][N:38]([CH2:40][CH2:41][F:42])[CH2:37]3)=[CH:31][C:30]=2[O:43][CH3:44])[N:16]=1. The yield is 0.310. (3) The reactants are [NH2:1][C:2]1[CH:3]=[C:4]([C:8]2[N:9]=[C:10]([CH3:31])[S:11][C:12]=2[C:13]2[CH:18]=[CH:17][N:16]=[C:15]([NH:19][C:20]3[CH:29]=[C:28]4[C:23]([CH2:24][CH2:25][N:26]([CH3:30])[CH2:27]4)=[CH:22][CH:21]=3)[N:14]=2)[CH:5]=[CH:6][CH:7]=1.[CH3:32][O:33][C:34]1[CH:42]=[CH:41][CH:40]=[CH:39][C:35]=1[C:36](Cl)=[O:37]. No catalyst specified. The product is [CH3:31][C:10]1[S:11][C:12]([C:13]2[CH:18]=[CH:17][N:16]=[C:15]([NH:19][C:20]3[CH:29]=[C:28]4[C:23]([CH2:24][CH2:25][N:26]([CH3:30])[CH2:27]4)=[CH:22][CH:21]=3)[N:14]=2)=[C:8]([C:4]2[CH:3]=[C:2]([NH:1][C:36](=[O:37])[C:35]3[CH:39]=[CH:40][CH:41]=[CH:42][C:34]=3[O:33][CH3:32])[CH:7]=[CH:6][CH:5]=2)[N:9]=1. The yield is 0.520. (4) The catalyst is C(O)C. The product is [NH2:1][C:2]1[O:12][C:11]([CH2:13][CH3:14])=[C:10]([CH2:9][CH3:8])[N:3]=1. The reactants are [N:1]#[C:2][NH2:3].[O-]CC.[Na+].[CH3:8][CH2:9][C:10](=O)[CH:11]([CH2:13][CH3:14])[OH:12].O. The yield is 0.297. (5) The reactants are [C:1]([O:10]C)(=O)[C:2]1[C:3](=[CH:5][CH:6]=[CH:7][CH:8]=1)[SH:4].[NH:12]1[CH:16]=[CH:15][CH:14]=[C:13]1[C:17]#[N:18].C(N(CC)CC)C. The yield is 0.730. The product is [NH:12]1[CH:16]=[CH:15][CH:14]=[C:13]1[C:17]1[S:4][C:3]2[CH:5]=[CH:6][CH:7]=[CH:8][C:2]=2[C:1](=[O:10])[N:18]=1. The catalyst is C1(C)C=CC=CC=1. (6) The reactants are C([C:5]([Br:17])(CCCC)[C:6]1[CH:11]=[CH:10][C:9]([F:12])=[CH:8][CH:7]=1)CCC.C1C=C(Cl)C=C(C(OO)=O)C=1.[S:29]([O-])([O-:31])=[O:30].[Na+].[Na+].C(OCC)(=O)C. The catalyst is C(Cl)Cl. The product is [S:29](=[C:5]([Br:17])[C:6]1[CH:11]=[CH:10][C:9]([F:12])=[CH:8][CH:7]=1)(=[O:31])=[O:30]. The yield is 0.980. (7) The reactants are [Br:1][C:2]1[CH:3]=[N:4][CH:5]=[CH:6][CH:7]=1.[N+]([O-])(O)=O.[C-:12]#[N:13].[K+].C([O-])(=O)C.[Na+]. The catalyst is FC(F)(F)C(OC(=O)C(F)(F)F)=O.O.ClCCl. The product is [Br:1][C:2]1[C:3]([C:12]#[N:13])=[N:4][CH:5]=[CH:6][CH:7]=1. The yield is 0.170. (8) The reactants are Br[C:2]1[CH:7]=[CH:6][C:5]([S:8]([NH:11][C:12]([CH3:15])([CH3:14])[CH3:13])(=[O:10])=[O:9])=[C:4]([O:16][C:17]([F:20])([F:19])[F:18])[CH:3]=1.ClCCl.[CH3:24][C:25]1([CH3:41])[C:29]([CH3:31])([CH3:30])[O:28][B:27]([B:27]2[O:28][C:29]([CH3:31])([CH3:30])[C:25]([CH3:41])([CH3:24])[O:26]2)[O:26]1.CC([O-])=O.[K+]. The catalyst is O1CCOCC1. The product is [C:12]([NH:11][S:8]([C:5]1[CH:6]=[CH:7][C:2]([B:27]2[O:28][C:29]([CH3:31])([CH3:30])[C:25]([CH3:41])([CH3:24])[O:26]2)=[CH:3][C:4]=1[O:16][C:17]([F:20])([F:19])[F:18])(=[O:10])=[O:9])([CH3:15])([CH3:14])[CH3:13]. The yield is 0.980. (9) The reactants are [Br:1][C:2]1[CH:7]=[CH:6][C:5]([NH:8][C:9]2[C:10]([C:18]([OH:20])=O)=[CH:11][N:12]([CH3:17])[C:13](=[O:16])[C:14]=2[CH3:15])=[C:4]([F:21])[CH:3]=1.C(N1C=CN=C1)(N1C=CN=C1)=O.[C:34]1([CH2:40][S:41]([NH2:44])(=[O:43])=[O:42])[CH:39]=[CH:38][CH:37]=[CH:36][CH:35]=1.C1CCN2C(=NCCC2)CC1. The catalyst is CN(C=O)C.CCOC(C)=O.Cl. The product is [Br:1][C:2]1[CH:7]=[CH:6][C:5]([NH:8][C:9]2[C:10]([C:18]([NH:44][S:41]([CH2:40][C:34]3[CH:35]=[CH:36][CH:37]=[CH:38][CH:39]=3)(=[O:42])=[O:43])=[O:20])=[CH:11][N:12]([CH3:17])[C:13](=[O:16])[C:14]=2[CH3:15])=[C:4]([F:21])[CH:3]=1. The yield is 0.680. (10) The reactants are [OH:1][CH2:2][C@@H:3]1[N:7]([CH2:8][C@@H:9]2[CH2:11][O:10]2)[C:6](=[O:12])[CH2:5][CH2:4]1.Cl. The catalyst is CCO.C(Cl)Cl. The product is [OH:10][CH2:11][C@@H:9]1[O:1][CH2:2][C@H:3]2[CH2:4][CH2:5][C:6](=[O:12])[N:7]2[CH2:8]1. The yield is 0.300.